This data is from Catalyst prediction with 721,799 reactions and 888 catalyst types from USPTO. The task is: Predict which catalyst facilitates the given reaction. (1) Reactant: [Cl:1][C:2]1[CH:3]=[C:4]([CH:8]=[CH:9][CH:10]=1)[C:5](Cl)=[O:6].[NH2:11][C:12]1[CH:17]=[C:16]([OH:18])[C:15]([CH3:19])=[CH:14][CH:13]=1.C(N([CH2:25][CH3:26])CC)C.[C:27](=[O:30])(O)[O-].[Na+]. Product: [Cl:1][C:2]1[CH:3]=[C:4]([CH:8]=[CH:9][CH:10]=1)[C:5]([NH:11][C:12]1[CH:13]=[CH:14][C:15]([CH3:19])=[C:16]([O:18][C:27](=[O:30])[C:26]2[CH:25]=[CH:9][CH:10]=[C:2]([Cl:1])[CH:3]=2)[CH:17]=1)=[O:6]. The catalyst class is: 30. (2) Reactant: [NH2:1][C:2]1[CH:7]=[CH:6][C:5]([S:8]([NH2:11])(=[O:10])=[O:9])=[CH:4][C:3]=1[Cl:12].C(=O)(O)[O-].[Na+].[Br:18][CH2:19][C:20](Br)=[O:21]. Product: [NH2:11][S:8]([C:5]1[CH:6]=[CH:7][C:2]([NH:1][C:20](=[O:21])[CH2:19][Br:18])=[C:3]([Cl:12])[CH:4]=1)(=[O:9])=[O:10]. The catalyst class is: 2. (3) Reactant: [NH2:1][C:2]1[C:10]2[N:9]=[C:8]([CH3:11])[N:7]([CH3:12])[C:6]=2[CH:5]=[C:4]([Br:13])[CH:3]=1.[CH2:14]([C:16]1[CH:23]=[CH:22][CH:21]=[C:20]([CH3:24])[C:17]=1[CH2:18]Cl)[CH3:15].C(=O)([O-])[O-].[Na+].[Na+].[I-].[Na+]. Product: [Br:13][C:4]1[CH:3]=[C:2]([NH:1][CH2:18][C:17]2[C:20]([CH3:24])=[CH:21][CH:22]=[CH:23][C:16]=2[CH2:14][CH3:15])[C:10]2[N:9]=[C:8]([CH3:11])[N:7]([CH3:12])[C:6]=2[CH:5]=1. The catalyst class is: 95. (4) Reactant: [CH3:1][O:2][C:3]([C:5]1[CH:14]=[CH:13][C:12]2[C:7](=[N:8][CH:9]=[CH:10][CH:11]=2)[N:6]=1)=[O:4]. Product: [CH3:1][O:2][C:3]([CH:5]1[CH2:14][CH2:13][C:12]2[C:11](=[CH:10][CH:9]=[N:8][CH:7]=2)[NH:6]1)=[O:4]. The catalyst class is: 43. (5) Reactant: NO.[C:3]1([C:30]2[CH:35]=[CH:34][CH:33]=[CH:32][CH:31]=2)[CH:8]=[CH:7][C:6]([S:9]([N:12]2[CH2:16][CH2:15][S:14][CH:13]2[C:17]([NH:19][CH:20]([C:24]2[CH:29]=[CH:28][CH:27]=[CH:26][CH:25]=2)[CH2:21][CH2:22]O)=[O:18])(=[O:11])=[O:10])=[CH:5][CH:4]=1.[C:36]([NH2:47])(=[O:46])[C:37]1[C:38](=[CH:42][CH:43]=[CH:44][CH:45]=1)[C:39](N)=[O:40].CCOC(/N=N/C(OCC)=O)=O.C1(P(C2C=CC=CC=2)C2C=CC=CC=2)C=CC=CC=1. Product: [C:3]1([C:30]2[CH:31]=[CH:32][CH:33]=[CH:34][CH:35]=2)[CH:8]=[CH:7][C:6]([S:9]([N:12]2[CH2:16][CH2:15][S:14][CH:13]2[C:17]([NH:19][CH:20]([C:24]2[CH:25]=[CH:26][CH:27]=[CH:28][CH:29]=2)[CH2:21][CH2:22][N:47]2[C:36](=[O:46])[C:37]3[C:38](=[CH:42][CH:43]=[CH:44][CH:45]=3)[C:39]2=[O:40])=[O:18])(=[O:11])=[O:10])=[CH:5][CH:4]=1. The catalyst class is: 1. (6) Reactant: [CH2:1]([O:3][C:4](=[O:23])[CH2:5][CH2:6][C:7]1[C:8]2[C:19](O)([CH3:20])[C:18]3[C:13](=[CH:14][CH:15]=[CH:16][CH:17]=3)[C:12](=[O:22])[C:9]=2[O:10][CH:11]=1)[CH3:2].[SiH](CC)(CC)CC.B(F)(F)F.CCOCC.[CH3:40][C:41]([Si:44](Cl)([CH3:46])[CH3:45])([CH3:43])[CH3:42].N1C=CN=C1. Product: [CH2:1]([O:3][C:4](=[O:23])[CH2:5][CH2:6][C:7]1[C:8]2[C:19]([CH3:20])=[C:18]3[C:13]([CH:14]=[CH:15][CH:16]=[CH:17]3)=[C:12]([O:22][Si:44]([C:41]([CH3:43])([CH3:42])[CH3:40])([CH3:46])[CH3:45])[C:9]=2[O:10][CH:11]=1)[CH3:2]. The catalyst class is: 2. (7) Reactant: [O:1]1[CH:5]=[CH:4][CH:3]=[C:2]1[C:6]1[C:7]2[N:15]=[N:14][N:13]([CH2:16][C:17]3[CH:22]=[CH:21][C:20]([N+:23]([O-])=O)=[C:19]([CH3:26])[CH:18]=3)[C:8]=2[N:9]=[C:10]([NH2:12])[N:11]=1.C(=O)([O-])[O-].[Li+].[Li+].C1C[O:36]CC1.S([S:41]([O-:43])=[O:42])([O-])=O.[Na+].[Na+]. Product: [NH2:12][C:10]1[N:11]=[C:6]([C:2]2[O:1][CH:5]=[CH:4][CH:3]=2)[C:7]2[N:15]=[N:14][N:13]([CH2:16][C:17]3[CH:22]=[CH:21][C:20]([NH:23][S:41](=[O:42])(=[O:36])[OH:43])=[C:19]([CH3:26])[CH:18]=3)[C:8]=2[N:9]=1. The catalyst class is: 6. (8) Reactant: [N:1]1[CH:6]=[CH:5][CH:4]=[CH:3][C:2]=1[C:7]1[O:8][C:9]2[CH2:14][CH2:13][NH:12][CH2:11][C:10]=2[N:15]=1.Br[CH2:17][C:18]1[CH:19]=[C:20]([CH:23]=[CH:24][CH:25]=1)[C:21]#[N:22].C([O-])([O-])=O.[Na+].[Na+]. Product: [N:1]1[CH:6]=[CH:5][CH:4]=[CH:3][C:2]=1[C:7]1[O:8][C:9]2[CH2:14][CH2:13][N:12]([CH2:17][C:18]3[CH:19]=[C:20]([CH:23]=[CH:24][CH:25]=3)[C:21]#[N:22])[CH2:11][C:10]=2[N:15]=1. The catalyst class is: 23.